This data is from Reaction yield outcomes from USPTO patents with 853,638 reactions. The task is: Predict the reaction yield, written as a fraction of the theoretical maximum amount of product (1.0 means a 100% yield; for example, 0.34 means a 34% yield). (1) The reactants are [CH:1]([NH:3][NH:4][C:5](=[O:17])[C:6]1[CH:11]=[C:10]([CH2:12][CH3:13])[C:9]([O:14][CH3:15])=[N:8][C:7]=1[CH3:16])=O.S(Cl)(C1C=CC(C)=CC=1)(=O)=O.C(N=P1(N(CC)CC)N(C)CCCN1C)(C)(C)C. The catalyst is O1CCCC1. The product is [CH2:12]([C:10]1[C:9]([O:14][CH3:15])=[N:8][C:7]([CH3:16])=[C:6]([C:5]2[O:17][CH:1]=[N:3][N:4]=2)[CH:11]=1)[CH3:13]. The yield is 0.0800. (2) The reactants are [N+:1]([C:4]1[C:12]([OH:13])=[CH:11][CH:10]=[C:9]2[C:5]=1[CH2:6][CH2:7][CH2:8]2)([O-:3])=[O:2].[N+:14]([C:17]1[CH:25]=[C:24]2[C:20]([CH2:21][CH2:22][CH2:23]2)=[CH:19][C:18]=1[OH:26])([O-:16])=[O:15].C(N(CC)CC)C.[F:34][C:35]([F:48])([F:47])[S:36](O[S:36]([C:35]([F:48])([F:47])[F:34])(=[O:38])=[O:37])(=[O:38])=[O:37]. The catalyst is ClCCl. The product is [O:13]([C:12]1[C:4]([N+:1]([O-:3])=[O:2])=[C:5]2[C:9](=[CH:10][CH:11]=1)[CH2:8][CH2:7][CH2:6]2)[S:36]([C:35]([F:48])([F:47])[F:34])(=[O:38])=[O:37].[O:26]([C:18]1[CH:19]=[C:20]2[C:24](=[CH:25][C:17]=1[N+:14]([O-:16])=[O:15])[CH2:23][CH2:22][CH2:21]2)[S:36]([C:35]([F:48])([F:47])[F:34])(=[O:38])=[O:37]. The yield is 0.240. (3) The reactants are [F:1][C:2]1[CH:7]=[CH:6][C:5]([C:8]2[S:9][C:10]([C:13]([C:16]3[CH:21]=[CH:20][N:19]=[CH:18][CH:17]=3)([OH:15])[CH3:14])=[CH:11][N:12]=2)=[CH:4][CH:3]=1.[C:22]1([S:28]([OH:31])(=[O:30])=[O:29])[CH:27]=[CH:26][CH:25]=[CH:24][CH:23]=1. The catalyst is C(O)C. The product is [C:22]1([S:28]([OH:31])(=[O:30])=[O:29])[CH:27]=[CH:26][CH:25]=[CH:24][CH:23]=1.[F:1][C:2]1[CH:7]=[CH:6][C:5]([C:8]2[S:9][C:10]([C:13]([C:16]3[CH:17]=[CH:18][N:19]=[CH:20][CH:21]=3)([OH:15])[CH3:14])=[CH:11][N:12]=2)=[CH:4][CH:3]=1. The yield is 0.430. (4) The reactants are [Cl:1][C:2]1[S:3][C:4]([C:8]([OH:10])=O)=[C:5]([Cl:7])[N:6]=1.CCN(CC)CC.C1(P([N:32]=[N+:33]=[N-:34])(C2C=CC=CC=2)=O)C=CC=CC=1. The catalyst is C1(C)C=CC=CC=1. The product is [Cl:1][C:2]1[S:3][C:4]([C:8]([N:32]=[N+:33]=[N-:34])=[O:10])=[C:5]([Cl:7])[N:6]=1. The yield is 0.820. (5) The reactants are [CH3:1][O:2][C:3](=[O:36])[CH:4]([NH:28][C:29]([O:31][C:32]([CH3:35])([CH3:34])[CH3:33])=[O:30])[CH2:5][C:6]1[CH:11]=[CH:10][C:9](OS(C(F)(F)F)(=O)=O)=[C:8](OS(C(F)(F)F)(=O)=O)[CH:7]=1.[P:37]([O-:44])([O:41][CH2:42][CH3:43])[O:38][CH2:39][CH3:40].CN1[CH2:51][CH2:50][O:49]CC1. The catalyst is CC#N.[NH4+].[Cl-].C1C=CC([P]([Pd]([P](C2C=CC=CC=2)(C2C=CC=CC=2)C2C=CC=CC=2)([P](C2C=CC=CC=2)(C2C=CC=CC=2)C2C=CC=CC=2)[P](C2C=CC=CC=2)(C2C=CC=CC=2)C2C=CC=CC=2)(C2C=CC=CC=2)C2C=CC=CC=2)=CC=1. The product is [CH3:1][O:2][C:3](=[O:36])[CH:4]([NH:28][C:29]([O:31][C:32]([CH3:35])([CH3:34])[CH3:33])=[O:30])[CH2:5][C:6]1[CH:11]=[CH:10][C:9]([P:37]([O:41][CH2:42][CH3:43])([O:38][CH2:39][CH3:40])=[O:44])=[C:8]([P:37]([O:49][CH2:50][CH3:51])([O:38][CH2:39][CH3:40])=[O:41])[CH:7]=1. The yield is 0.370. (6) The reactants are [NH2:1][C:2]1[N:7]=[CH:6][C:5]([CH2:8][NH:9][C:10](=[O:26])[NH:11][CH2:12][C:13]([N:15]([O:18]CC2C=CC=CC=2)[CH2:16][CH3:17])=[O:14])=[CH:4][CH:3]=1. The catalyst is CO.[Pd]. The product is [NH2:1][C:2]1[N:7]=[CH:6][C:5]([CH2:8][NH:9][C:10](=[O:26])[NH:11][CH2:12][C:13]([N:15]([OH:18])[CH2:16][CH3:17])=[O:14])=[CH:4][CH:3]=1. The yield is 0.570. (7) The catalyst is CN(C)C=O.C(OCC)(=O)C. The reactants are [NH2:1][CH:2]1[CH2:7][CH2:6][CH:5]([C:8]([NH:10][C:11]2[CH:26]=[CH:25][C:24]([Cl:27])=[CH:23][C:12]=2[C:13]([NH:15][C:16]2[CH:21]=[CH:20][C:19]([Cl:22])=[CH:18][N:17]=2)=[O:14])=[O:9])[CH2:4][CH2:3]1.C(=O)([O-])[O-].[K+].[K+].Br[CH2:35][CH2:36][CH2:37][CH2:38]Br. The yield is 0.770. The product is [ClH:22].[Cl:27][C:24]1[CH:25]=[CH:26][C:11]([NH:10][C:8]([CH:5]2[CH2:6][CH2:7][CH:2]([N:1]3[CH2:38][CH2:37][CH2:36][CH2:35]3)[CH2:3][CH2:4]2)=[O:9])=[C:12]([CH:23]=1)[C:13]([NH:15][C:16]1[CH:21]=[CH:20][C:19]([Cl:22])=[CH:18][N:17]=1)=[O:14]. (8) The reactants are [CH3:1][CH:2]([CH3:30])[CH2:3][C@H:4]([NH:22]C(=O)OC(C)(C)C)[CH2:5][O:6][C:7]1[CH:8]=[CH:9][C:10]2[C:20]3[C:15](=[C:16]([CH3:21])[N:17]=[CH:18][CH:19]=3)[CH2:14][O:13][C:11]=2[CH:12]=1.C(O)(C(F)(F)F)=[O:32].C([O-])(O)=O.[Na+]. The catalyst is C(Cl)Cl. The product is [NH2:22][C@@H:4]([CH2:3][CH:2]([CH3:30])[CH3:1])[CH2:5][O:6][C:7]1[CH:8]=[CH:9][C:10]2[C:20]3[C:15](=[C:16]([CH3:21])[N:17]=[CH:18][CH:19]=3)[C:14](=[O:32])[O:13][C:11]=2[CH:12]=1. The yield is 0.100.